From a dataset of Forward reaction prediction with 1.9M reactions from USPTO patents (1976-2016). Predict the product of the given reaction. (1) Given the reactants P(Br)(Br)[Br:2].[F:5][CH:6]([F:18])[O:7][C:8]1[CH:13]=[CH:12][C:11]([CH2:14]O)=[CH:10][C:9]=1[O:16][CH3:17], predict the reaction product. The product is: [Br:2][CH2:14][C:11]1[CH:12]=[CH:13][C:8]([O:7][CH:6]([F:18])[F:5])=[C:9]([O:16][CH3:17])[CH:10]=1. (2) Given the reactants [CH3:1][C@H:2]1[CH2:7][CH2:6][C@H:5]([N:8]([CH2:22][CH2:23][S:24][C:25]2[CH:30]=[CH:29][CH:28]=[CH:27][CH:26]=2)[C:9](=[O:21])NC2SC(SCC(O)=O)=CN=2)[CH2:4][CH2:3]1.C([O:33][C:34](=[O:45])[C:35]([S:38][C:39]1[S:43][C:42]([NH2:44])=[N:41][CH:40]=1)([CH3:37])[CH3:36])C, predict the reaction product. The product is: [CH3:37][C:35]([S:38][C:39]1[S:43][C:42]([NH:44][C:9]([N:8]([C@H:5]2[CH2:4][CH2:3][C@H:2]([CH3:1])[CH2:7][CH2:6]2)[CH2:22][CH2:23][S:24][C:25]2[CH:26]=[CH:27][CH:28]=[CH:29][CH:30]=2)=[O:21])=[N:41][CH:40]=1)([CH3:36])[C:34]([OH:33])=[O:45]. (3) Given the reactants [CH3:1][O:2][C:3]1[CH:28]=[CH:27][C:6]([CH2:7][N:8]([CH2:18][C:19]2[CH:24]=[CH:23][C:22]([O:25][CH3:26])=[CH:21][CH:20]=2)[C:9]2[CH:16]=[C:15]([CH3:17])[C:12]([C:13]#[N:14])=[CH:11][N:10]=2)=[CH:5][CH:4]=1.C(O[CH:34](N(C)C)[N:35]([CH3:37])[CH3:36])(C)(C)C, predict the reaction product. The product is: [CH3:1][O:2][C:3]1[CH:4]=[CH:5][C:6]([CH2:7][N:8]([CH2:18][C:19]2[CH:20]=[CH:21][C:22]([O:25][CH3:26])=[CH:23][CH:24]=2)[C:9]2[CH:16]=[C:15](/[CH:17]=[CH:34]/[N:35]([CH3:37])[CH3:36])[C:12]([C:13]#[N:14])=[CH:11][N:10]=2)=[CH:27][CH:28]=1. (4) Given the reactants [C:1]([O-:4])(=[O:3])[CH3:2].[Pb+2:5].O.[C:7]([O-:10])(=[O:9])[CH3:8], predict the reaction product. The product is: [C:1]([O-:4])(=[O:3])[CH3:2].[Pb+2:5].[C:7]([O-:10])(=[O:9])[CH3:8]. (5) Given the reactants [H-].[Na+].[N:3]1([C:8]2[CH:14]=[CH:13][CH:12]=[CH:11][C:9]=2[NH2:10])[CH:7]=[CH:6][CH:5]=[N:4]1.[O:15]=[C:16]1[C:28]2[C:27]([C:29](Cl)=[O:30])=[CH:26][CH:25]=[CH:24][C:23]=2[C:22]2[C:17]1=[CH:18][CH:19]=[CH:20][CH:21]=2, predict the reaction product. The product is: [N:3]1([C:8]2[CH:14]=[CH:13][CH:12]=[CH:11][C:9]=2[NH:10][C:29]([C:27]2[C:28]3[C:16](=[O:15])[C:17]4[C:22](=[CH:21][CH:20]=[CH:19][CH:18]=4)[C:23]=3[CH:24]=[CH:25][CH:26]=2)=[O:30])[CH:7]=[CH:6][CH:5]=[N:4]1. (6) Given the reactants Cl[C:2]1[N:7]=[C:6]([NH:8][C@H:9]([C:11]2[CH:16]=[CH:15][CH:14]=[CH:13][CH:12]=2)[CH3:10])[CH:5]=[N:4][CH:3]=1.CN(C=O)C.O.[CH:23]([C:25]1[CH:26]=[C:27](B(O)O)[CH:28]=[C:29]([CH3:31])[CH:30]=1)=[O:24].C(=O)([O-])[O-].[Cs+].[Cs+], predict the reaction product. The product is: [CH3:31][C:29]1[CH:30]=[C:25]([CH:26]=[C:27]([C:2]2[CH:3]=[N:4][CH:5]=[C:6]([NH:8][C@H:9]([C:11]3[CH:16]=[CH:15][CH:14]=[CH:13][CH:12]=3)[CH3:10])[N:7]=2)[CH:28]=1)[CH:23]=[O:24].